Predict the reactants needed to synthesize the given product. From a dataset of Full USPTO retrosynthesis dataset with 1.9M reactions from patents (1976-2016). (1) The reactants are: [CH2:1]([OH:23])[C@H:2]1[O:7][C@H:6]([O:8][CH2:9][C@H:10]2[O:14][C:13]([OH:17])([CH2:15][OH:16])[C@@H:12]([OH:18])[C@@H:11]2[OH:19])[C@H:5]([OH:20])[C@@H:4]([OH:21])[C@@H:3]1[OH:22].C(O)[C@H]1O[C@H](O[C@]2(CO)O[C@H](CO)[C@@H](O)[C@@H]2O)[C@H](O)[C@@H](O)[C@@H]1O. Given the product [CH2:1]([OH:23])[C@H:2]1[O:7][C@H:6]([O:8][CH2:9][C:10]([C@@H:11]([OH:19])[C@H:12]([OH:18])[C@H:13]([OH:17])[CH2:15][OH:16])=[O:14])[C@H:5]([OH:20])[C@@H:4]([OH:21])[C@@H:3]1[OH:22].[CH2:1]([OH:23])[C@H:2]1[O:7][C@H:6]([O:8][CH2:9][C@H:10]2[O:14][C:13]([OH:17])([CH2:15][OH:16])[C@@H:12]([OH:18])[C@@H:11]2[OH:19])[C@H:5]([OH:20])[C@@H:4]([OH:21])[C@@H:3]1[OH:22], predict the reactants needed to synthesize it. (2) Given the product [OH:3][N:2]=[C:23]([C:22]1[CH:21]=[CH:20][C:19]([CH2:18][O:17][CH:12]2[CH2:13][CH2:14][CH2:15][CH2:16][O:11]2)=[CH:26][CH:25]=1)[NH2:24], predict the reactants needed to synthesize it. The reactants are: Cl.[NH2:2][OH:3].CCN(CC)CC.[O:11]1[CH2:16][CH2:15][CH2:14][CH2:13][CH:12]1[O:17][CH2:18][C:19]1[CH:26]=[CH:25][C:22]([C:23]#[N:24])=[CH:21][CH:20]=1. (3) Given the product [C:1]([O:5][C:6]([N:8]1[CH2:13][CH2:12][CH:11]([C:14]2[CH:15]=[C:16]3[C:25](=[CH:26][C:27]=2[CH:31]2[CH2:33][CH2:32]2)[O:24][CH2:23][C:22]2[N:17]3[CH:18]([CH3:30])[C:19](=[O:29])[NH:20][N:21]=2)[CH2:10][CH2:9]1)=[O:7])([CH3:4])([CH3:3])[CH3:2], predict the reactants needed to synthesize it. The reactants are: [C:1]([O:5][C:6]([N:8]1[CH2:13][CH2:12][CH:11]([C:14]2[CH:15]=[C:16]3[C:25](=[CH:26][C:27]=2Br)[O:24][CH2:23][C:22]2[N:17]3[CH:18]([CH3:30])[C:19](=[O:29])[NH:20][N:21]=2)[CH2:10][CH2:9]1)=[O:7])([CH3:4])([CH3:3])[CH3:2].[CH:31]1(B(O)O)[CH2:33][CH2:32]1.C([O-])([O-])=O.[K+].[K+]. (4) Given the product [N:24]1([C:22]([C:19]2[CH:18]=[CH:17][C:16]([CH2:15][N:1]3[C:9]4[CH2:8][CH2:7][CH2:6][CH2:5][C:4]=4[C:3]([C:10]([O:12][CH3:13])=[O:11])=[N:2]3)=[CH:21][CH:20]=2)=[O:23])[CH2:25][CH2:26][CH2:27][CH2:28]1, predict the reactants needed to synthesize it. The reactants are: [NH:1]1[C:9]2[CH2:8][CH2:7][CH2:6][CH2:5][C:4]=2[C:3]([C:10]([O:12][CH3:13])=[O:11])=[N:2]1.Br[CH2:15][C:16]1[CH:21]=[CH:20][C:19]([C:22]([N:24]2[CH2:28][CH2:27][CH2:26][CH2:25]2)=[O:23])=[CH:18][CH:17]=1.C(=O)([O-])[O-].[K+].[K+].CN(C=O)C. (5) Given the product [C:13]1([C:2]2[CH:3]=[C:4]([CH:10]=[CH:11][CH:12]=2)[C:5]([O:7][CH2:8][CH3:9])=[O:6])[CH2:17][CH2:16][CH2:15][CH:14]=1, predict the reactants needed to synthesize it. The reactants are: I[C:2]1[CH:3]=[C:4]([CH:10]=[CH:11][CH:12]=1)[C:5]([O:7][CH2:8][CH3:9])=[O:6].[CH:13]1[CH2:17][CH2:16][CH2:15][CH:14]=1.C(=O)([O-])[O-].[K+].[K+]. (6) Given the product [C:18]([O:22][C:23]1[C:28]2[N:29]=[C:30]([O:32][CH:33]([CH3:35])[CH3:34])[S:31][C:27]=2[C:26]([C@H:36]([OH:39])[CH2:37][Cl:38])=[CH:25][CH:24]=1)([CH3:19])([CH3:20])[CH3:21], predict the reactants needed to synthesize it. The reactants are: B.C1COCC1.N[C@H]1C2C(=CC=CC=2)C[C@H]1O.[C:18]([O:22][C:23]1[C:28]2[N:29]=[C:30]([O:32][CH:33]([CH3:35])[CH3:34])[S:31][C:27]=2[C:26]([C:36](=[O:39])[CH2:37][Cl:38])=[CH:25][CH:24]=1)([CH3:21])([CH3:20])[CH3:19].